This data is from Reaction yield outcomes from USPTO patents with 853,638 reactions. The task is: Predict the reaction yield, written as a fraction of the theoretical maximum amount of product (1.0 means a 100% yield; for example, 0.34 means a 34% yield). The reactants are [CH2:1]([N:4]1[C:12]2[C:7](=[CH:8][CH:9]=[CH:10][CH:11]=2)[C:6](=[O:13])[C:5]1=[O:14])[CH:2]=[CH2:3].[N:15]1[CH:20]=CC=C[CH:16]=1.[C:21]([OH:27])(=O)[CH2:22]C(O)=O.C(=O)=O.C(N(CC)CC)C.CN(C)C(Cl)=O. No catalyst specified. The product is [CH2:1]([N:4]1[C:12]2[C:7](=[CH:8][CH:9]=[CH:10][CH:11]=2)[C:6]([CH2:22][C:21]([N:15]([CH3:20])[CH3:16])=[O:27])([OH:13])[C:5]1=[O:14])[CH:2]=[CH2:3]. The yield is 0.820.